Dataset: Reaction yield outcomes from USPTO patents with 853,638 reactions. Task: Predict the reaction yield, written as a fraction of the theoretical maximum amount of product (1.0 means a 100% yield; for example, 0.34 means a 34% yield). (1) The reactants are [CH3:1][C:2]1[NH:7][C:6](=[O:8])[NH:5][C:4](=[O:9])[C:3]=1[N+:10]([O-:12])=[O:11].[CH3:13][N:14]([CH3:17])[CH:15]=O. No catalyst specified. The product is [CH3:13][N:14]([CH3:17])/[CH:15]=[CH:1]/[C:2]1[NH:7][C:6](=[O:8])[NH:5][C:4](=[O:9])[C:3]=1[N+:10]([O-:12])=[O:11]. The yield is 0.660. (2) The reactants are [F:1][C:2]([F:39])([F:38])[CH2:3][N:4]1[C:8]2[N:9]=[C:10]([C:19]3[CH:24]=[CH:23][C:22]([NH:25][C:26]([NH:28][C:29]4[CH:37]=[CH:36][C:32]([C:33]([OH:35])=O)=[CH:31][CH:30]=4)=[O:27])=[CH:21][CH:20]=3)[N:11]=[C:12]([N:13]3[CH2:18][CH2:17][O:16][CH2:15][CH2:14]3)[C:7]=2[CH:6]=[CH:5]1.[CH3:40][N:41]1[CH2:46][CH2:45][NH:44][CH2:43][CH2:42]1. No catalyst specified. The product is [CH3:40][N:41]1[CH2:46][CH2:45][N:44]([C:33]([C:32]2[CH:31]=[CH:30][C:29]([NH:28][C:26]([NH:25][C:22]3[CH:23]=[CH:24][C:19]([C:10]4[N:11]=[C:12]([N:13]5[CH2:14][CH2:15][O:16][CH2:17][CH2:18]5)[C:7]5[CH:6]=[CH:5][N:4]([CH2:3][C:2]([F:38])([F:39])[F:1])[C:8]=5[N:9]=4)=[CH:20][CH:21]=3)=[O:27])=[CH:37][CH:36]=2)=[O:35])[CH2:43][CH2:42]1. The yield is 0.970. (3) The reactants are [NH2:1][C:2]1[C:7]([NH2:8])=[CH:6][C:5]([CH3:9])=[CH:4][N:3]=1.[CH2:10]([O:12][C:13](=[O:19])[CH2:14][C:15]([CH2:17]Cl)=O)[CH3:11]. The catalyst is C(O)C. The product is [NH2:8][C:7]1[C:2]2[N:3]([C:14]([C:13]([O:12][CH2:10][CH3:11])=[O:19])=[C:15]([CH3:17])[N:1]=2)[CH:4]=[C:5]([CH3:9])[CH:6]=1. The yield is 0.280. (4) The reactants are [CH:1]1([CH2:4][O:5][C:6]2([C:17]3[CH:22]=[CH:21][CH:20]=[CH:19][C:18]=3[CH3:23])[CH2:9][N:8](C(OC(C)(C)C)=O)[CH2:7]2)[CH2:3][CH2:2]1.[ClH:24]. The catalyst is C(OCC)(=O)C. The product is [ClH:24].[CH:1]1([CH2:4][O:5][C:6]2([C:17]3[CH:22]=[CH:21][CH:20]=[CH:19][C:18]=3[CH3:23])[CH2:7][NH:8][CH2:9]2)[CH2:2][CH2:3]1. The yield is 0.960. (5) The reactants are [Br:1][C:2]1[CH:11]=[C:10]2[C:5]([N:6]=[CH:7][C:8]([NH:12][NH:13][C:14]([CH:16]3[CH2:21][CH2:20][N:19](C(OC(C)(C)C)=O)[CH2:18][CH2:17]3)=O)=[N:9]2)=[CH:4][CH:3]=1. The catalyst is CC(O)=O. The product is [Br:1][C:2]1[CH:11]=[C:10]2[C:5]([N:6]=[CH:7][C:8]3[N:9]2[C:14]([CH:16]2[CH2:21][CH2:20][NH:19][CH2:18][CH2:17]2)=[N:13][N:12]=3)=[CH:4][CH:3]=1. The yield is 0.830. (6) The reactants are [Br:1][C:2]1[CH:10]=[CH:9][C:5]([CH2:6][C:7]#[N:8])=[CH:4][CH:3]=1.C[Si]([N-][Si](C)(C)C)(C)C.[Li+].[CH2:21]([O:23][CH:24]([O:27][CH2:28][CH3:29])[CH2:25]Br)[CH3:22]. The catalyst is O1CCCC1. The product is [Br:1][C:2]1[CH:10]=[CH:9][C:5]([CH:6]([C:7]#[N:8])[CH2:25][CH:24]([O:27][CH2:28][CH3:29])[O:23][CH2:21][CH3:22])=[CH:4][CH:3]=1. The yield is 0.950. (7) The reactants are [N:1]1([C:7]2[S:8]/[C:9](=[CH:13]\[C:14]3[CH:19]=[CH:18][C:17]([F:20])=[CH:16][C:15]=3[OH:21])/[C:10](=[O:12])[N:11]=2)[CH2:6][CH2:5][CH2:4][CH2:3][NH:2]1.C(N(CC)CC)C.O=[C:30]1[CH2:34][CH2:33][CH2:32][N:31]1[C:35](Cl)=[O:36].[Cl:38]CCl. No catalyst specified. The product is [Cl:38][C:30]1[N:31]([C:35]([O:21][C:15]2[CH:16]=[C:17]([F:20])[CH:18]=[CH:19][C:14]=2/[CH:13]=[C:9]2\[C:10](=[O:12])[N:11]=[C:7]([N:1]3[CH2:6][CH2:5][CH2:4][CH2:3][NH:2]3)[S:8]\2)=[O:36])[CH2:32][CH2:33][CH:34]=1. The yield is 0.0800. (8) The reactants are C([O:5][NH:6][C:7]([CH:9]([N:25]1[CH2:30][CH2:29][N:28]([S:31]([CH3:34])(=[O:33])=[O:32])[CH2:27][CH2:26]1)[CH2:10][NH:11][C:12](=[O:24])[C:13]1[CH:18]=[CH:17][C:16]([O:19][CH2:20][C:21]#[C:22][CH3:23])=[CH:15][CH:14]=1)=[O:8])(C)(C)C. The catalyst is FC(F)(F)C(O)=O. The product is [CH2:20]([O:19][C:16]1[CH:15]=[CH:14][C:13]([C:12]([NH:11][CH2:10][CH:9]([C:7](=[O:8])[NH:6][OH:5])[N:25]2[CH2:30][CH2:29][N:28]([S:31]([CH3:34])(=[O:32])=[O:33])[CH2:27][CH2:26]2)=[O:24])=[CH:18][CH:17]=1)[C:21]#[C:22][CH3:23]. The yield is 0.340.